This data is from Full USPTO retrosynthesis dataset with 1.9M reactions from patents (1976-2016). The task is: Predict the reactants needed to synthesize the given product. (1) Given the product [Cl:18][CH2:17][CH2:16][CH2:15][CH2:14][CH2:13][CH2:12][O:1][C:2]1[CH:3]=[C:4]([C:8](=[O:10])[CH3:9])[CH:5]=[CH:6][CH:7]=1, predict the reactants needed to synthesize it. The reactants are: [OH:1][C:2]1[CH:3]=[C:4]([C:8](=[O:10])[CH3:9])[CH:5]=[CH:6][CH:7]=1.Br[CH2:12][CH2:13][CH2:14][CH2:15][CH2:16][CH2:17][Cl:18]. (2) Given the product [CH3:10][CH:9]=[C:8]([NH:14][NH:13][C:12]([O:16][C:17]([CH3:20])([CH3:19])[CH3:18])=[O:15])[CH2:7][C:1]1[CH:6]=[CH:5][CH:4]=[CH:3][CH:2]=1, predict the reactants needed to synthesize it. The reactants are: [C:1]1(/[CH:7]=[CH:8]/[C:9](=O)[CH3:10])[CH:6]=[CH:5][CH:4]=[CH:3][CH:2]=1.[C:12]([O:16][C:17]([CH3:20])([CH3:19])[CH3:18])(=[O:15])[NH:13][NH2:14].